Predict the reactants needed to synthesize the given product. From a dataset of Full USPTO retrosynthesis dataset with 1.9M reactions from patents (1976-2016). Given the product [C:23]([C:25]1[CH:10]([C:9]2[CH:12]=[CH:13][CH:14]=[C:15]([Cl:16])[C:8]=2[Cl:7])[C:22]2[C:18](=[N:19][NH:20][CH:21]=2)[NH:17][C:26]=1[CH2:27][CH3:28])#[N:24], predict the reactants needed to synthesize it. The reactants are: C(OC)(=O)CC.[Cl:7][C:8]1[C:15]([Cl:16])=[CH:14][CH:13]=[CH:12][C:9]=1[CH:10]=O.[NH2:17][C:18]1[CH:22]=[CH:21][NH:20][N:19]=1.[C:23]([CH2:25][C:26](=O)[CH2:27][CH3:28])#[N:24].